This data is from Forward reaction prediction with 1.9M reactions from USPTO patents (1976-2016). The task is: Predict the product of the given reaction. (1) Given the reactants Br[C:2]1[S:6][C:5]([CH:7]=[O:8])=[C:4]([CH3:9])[CH:3]=1.F[B-](F)(F)F.C([PH+](C(C)(C)C)C(C)(C)C)(C)(C)C.C1COCC1.[Cl-].[Cl:34][C:35]1[CH:36]=[C:37]([CH:40]=[CH:41][CH:42]=1)[CH2:38][Zn+], predict the reaction product. The product is: [Cl:34][C:35]1[CH:36]=[C:37]([CH:40]=[CH:41][CH:42]=1)[CH2:38][C:2]1[S:6][C:5]([CH:7]=[O:8])=[C:4]([CH3:9])[CH:3]=1. (2) Given the reactants [CH2:1]([C:5]1[N:9]=[C:8]([CH2:10][C:11]#[N:12])[NH:7][N:6]=1)[CH2:2][CH2:3][CH3:4].C([O:15][C:16](=O)[CH:17]([C:21]1[CH:26]=[CH:25][CH:24]=[CH:23][CH:22]=1)[C:18]([CH3:20])=O)C.C([O-])(=O)C.[NH4+], predict the reaction product. The product is: [CH2:1]([C:5]1[NH:9][C:8]2=[C:10]([C:11]#[N:12])[C:18]([CH3:20])=[C:17]([C:21]3[CH:26]=[CH:25][CH:24]=[CH:23][CH:22]=3)[C:16](=[O:15])[N:7]2[N:6]=1)[CH2:2][CH2:3][CH3:4]. (3) Given the reactants [NH2:1][C@H:2]([C:7]([O-:9])=[O:8])[CH2:3][C:4]([O-:6])=[O:5].[Na+:10].[Na+].N[C@H:13]([C:18]([OH:20])=O)[CH2:14][C:15](=[O:17])[NH2:16].C1(=O)NC(=O)CC1, predict the reaction product. The product is: [NH2:1][C@H:2]([C:7]([O-:9])=[O:8])[CH2:3][C:4]([O-:6])=[O:5].[Na+:10].[Na+:10].[C:18]1(=[O:20])[NH:16][C:15](=[O:17])[CH2:14][CH2:13]1. (4) Given the reactants [CH3:1][C:2]1([CH3:34])[CH2:11][C:10]2[C:5](=[CH:6][CH:7]=[C:8]([C:12]3[CH:17]=[CH:16][C:15]([C:18]([F:21])([F:20])[F:19])=[CH:14][CH:13]=3)[CH:9]=2)[N:4]([S:22]([C:25]2[CH:32]=[CH:31][C:28]([C:29]#[N:30])=[C:27](F)[CH:26]=2)(=[O:24])=[O:23])[CH2:3]1.[CH2:35]([OH:37])[CH3:36].[H-].[Na+].O, predict the reaction product. The product is: [CH3:34][C:2]1([CH3:1])[CH2:11][C:10]2[C:5](=[CH:6][CH:7]=[C:8]([C:12]3[CH:17]=[CH:16][C:15]([C:18]([F:21])([F:20])[F:19])=[CH:14][CH:13]=3)[CH:9]=2)[N:4]([S:22]([C:25]2[CH:32]=[CH:31][C:28]([C:29]#[N:30])=[C:27]([O:37][CH2:35][CH3:36])[CH:26]=2)(=[O:24])=[O:23])[CH2:3]1. (5) Given the reactants C[O:2][C:3](=[O:32])[CH2:4][CH:5]1[CH2:10][CH2:9][CH:8]([C:11]2[CH:16]=[CH:15][C:14]([C:17]3[CH:22]=[CH:21][C:20]([NH:23][C:24]4[CH:29]=[CH:28][C:27]([S:30][CH3:31])=[CH:26][N:25]=4)=[CH:19][N:18]=3)=[CH:13][CH:12]=2)[CH2:7][CH2:6]1.[Li+].[OH-], predict the reaction product. The product is: [CH3:31][S:30][C:27]1[CH:28]=[CH:29][C:24]([NH:23][C:20]2[CH:21]=[CH:22][C:17]([C:14]3[CH:15]=[CH:16][C:11]([CH:8]4[CH2:7][CH2:6][CH:5]([CH2:4][C:3]([OH:32])=[O:2])[CH2:10][CH2:9]4)=[CH:12][CH:13]=3)=[N:18][CH:19]=2)=[N:25][CH:26]=1. (6) Given the reactants [OH:1][C:2]1[CH:6]=[C:5]([N:7]2[C:11]3[CH:12]=[CH:13][C:14](C4C=CN(C)N=4)=[CH:15][C:10]=3[N:9]=[CH:8]2)[S:4][C:3]=1[C:22]([O:24][CH3:25])=[O:23].Cl[C:27]1[C:32](O[Si](C(C)(C)C)(C)C)=[CH:31][CH:30]=[CH:29][C:28]=1[C@@H:41](O)C.[C:44]1(P(C2C=CC=CC=2)C2C=CC=CC=2)[CH:49]=CC=C[CH:45]=1.[N:63]([C:72](OC(C)(C)C)=O)=[N:64]C(OC(C)(C)C)=O, predict the reaction product. The product is: [CH3:72][N:63]1[CH:49]=[C:44]([C:14]2[CH:13]=[CH:12][C:11]3[N:7]([C:5]4[S:4][C:3]([C:22]([O:24][CH3:25])=[O:23])=[C:2]([O:1][CH2:41][C:28]5[CH:27]=[CH:32][CH:31]=[CH:30][CH:29]=5)[CH:6]=4)[CH:8]=[N:9][C:10]=3[CH:15]=2)[CH:45]=[N:64]1. (7) Given the reactants CS([C:5]1[N:10]=[C:9]([C:11]2[N:15]3[CH:16]=[CH:17][N:18]=[C:19]([N:20]4[CH2:25][CH2:24][N:23]([CH3:26])[CH2:22][CH2:21]4)[C:14]3=[N:13][CH:12]=2)[CH:8]=[CH:7][N:6]=1)(=O)=O.[C:27]([O:31][C:32](=[O:44])[NH:33][CH2:34][CH:35]([NH2:43])[C:36]1[CH:41]=[CH:40][CH:39]=[C:38]([Cl:42])[CH:37]=1)([CH3:30])([CH3:29])[CH3:28], predict the reaction product. The product is: [C:27]([O:31][C:32](=[O:44])[NH:33][CH2:34][CH:35]([C:36]1[CH:41]=[CH:40][CH:39]=[C:38]([Cl:42])[CH:37]=1)[NH:43][C:5]1[N:10]=[C:9]([C:11]2[N:15]3[CH:16]=[CH:17][N:18]=[C:19]([N:20]4[CH2:25][CH2:24][N:23]([CH3:26])[CH2:22][CH2:21]4)[C:14]3=[N:13][CH:12]=2)[CH:8]=[CH:7][N:6]=1)([CH3:30])([CH3:28])[CH3:29].